Dataset: Peptide-MHC class II binding affinity with 134,281 pairs from IEDB. Task: Regression. Given a peptide amino acid sequence and an MHC pseudo amino acid sequence, predict their binding affinity value. This is MHC class II binding data. (1) The peptide sequence is GELKIVDKIDAAFKI. The MHC is DRB1_0404 with pseudo-sequence DRB1_0404. The binding affinity (normalized) is 0.507. (2) The peptide sequence is MTLKGTSYKICTDKM. The MHC is HLA-DQA10103-DQB10603 with pseudo-sequence HLA-DQA10103-DQB10603. The binding affinity (normalized) is 0. (3) The peptide sequence is VILLNYVLKSLTR. The MHC is DRB1_0301 with pseudo-sequence DRB1_0301. The binding affinity (normalized) is 1.00. (4) The peptide sequence is AGSYAADLGYGPATP. The MHC is DRB1_1302 with pseudo-sequence DRB1_1302. The binding affinity (normalized) is 0. (5) The peptide sequence is IEAAASAIQGNVTSI. The MHC is HLA-DPA10103-DPB10201 with pseudo-sequence HLA-DPA10103-DPB10201. The binding affinity (normalized) is 0. (6) The peptide sequence is NLMGKTLILLETFVR. The MHC is DRB4_0101 with pseudo-sequence DRB4_0103. The binding affinity (normalized) is 0.568.